From a dataset of Forward reaction prediction with 1.9M reactions from USPTO patents (1976-2016). Predict the product of the given reaction. (1) Given the reactants [F:1][C:2]1[CH:7]=[CH:6][C:5]([C:8]2[N:13]3[N:14]=[C:15]([NH2:17])[N:16]=[C:12]3[CH:11]=[CH:10][N:9]=2)=[CH:4][CH:3]=1.Br[C:19]1[CH:24]=[CH:23][C:22]([N:25]2[CH:29]=[C:28]([CH3:30])[N:27]=[CH:26]2)=[C:21]([O:31][CH3:32])[CH:20]=1, predict the reaction product. The product is: [F:1][C:2]1[CH:7]=[CH:6][C:5]([C:8]2[N:13]3[N:14]=[C:15]([NH:17][C:19]4[CH:24]=[CH:23][C:22]([N:25]5[CH:29]=[C:28]([CH3:30])[N:27]=[CH:26]5)=[C:21]([O:31][CH3:32])[CH:20]=4)[N:16]=[C:12]3[CH:11]=[CH:10][N:9]=2)=[CH:4][CH:3]=1. (2) Given the reactants [O:1]=[C:2]([C:9]1[O:10][CH:11]=[CH:12][CH:13]=1)[CH2:3][C:4]([O:6][CH2:7][CH3:8])=[O:5].[F:14][B-](F)(F)F.F[B-](F)(F)F.ClC[N+]12CC[N+](F)(CC1)CC2, predict the reaction product. The product is: [CH2:7]([O:6][C:4](=[O:5])[CH:3]([F:14])[C:2]([C:9]1[O:10][CH:11]=[CH:12][CH:13]=1)=[O:1])[CH3:8].